From a dataset of Forward reaction prediction with 1.9M reactions from USPTO patents (1976-2016). Predict the product of the given reaction. (1) Given the reactants [CH3:1][S:2]([C:5]1[CH:31]=[CH:30][C:8]([CH2:9][C:10]2[S:14][C:13]([NH:15][C:16](=[O:18])[CH3:17])=[N:12][C:11]=2/[CH:19]=[CH:20]/[C:21]2[CH:26]=[CH:25][C:24]([N+:27]([O-])=O)=[CH:23][CH:22]=2)=[CH:7][CH:6]=1)(=[O:4])=[O:3].CS(C1C=CC(CC2SC(NC(=O)C)=NC=2/C=C\C2C=CC([N+]([O-])=O)=CC=2)=CC=1)(=O)=O.CO.C1COCC1, predict the reaction product. The product is: [NH2:27][C:24]1[CH:23]=[CH:22][C:21]([CH2:20][CH2:19][C:11]2[N:12]=[C:13]([NH:15][C:16](=[O:18])[CH3:17])[S:14][C:10]=2[CH2:9][C:8]2[CH:30]=[CH:31][C:5]([S:2]([CH3:1])(=[O:4])=[O:3])=[CH:6][CH:7]=2)=[CH:26][CH:25]=1. (2) The product is: [OH:20][C:19]1[C:2]([CH3:1])=[C:3]([CH3:24])[C:4]2[O:8][C:7]([C:9](=[O:17])[CH2:10][N:11]3[CH2:16][CH2:15][O:14][CH2:13][CH2:12]3)=[CH:6][C:5]=2[CH:18]=1. Given the reactants [CH3:1][C:2]1[C:19]([O:20]C(=O)C)=[CH:18][C:5]2[CH:6]=[C:7]([C:9](=[O:17])[CH2:10][N:11]3[CH2:16][CH2:15][O:14][CH2:13][CH2:12]3)[O:8][C:4]=2[C:3]=1[CH3:24].C(=O)(O)[O-].[Na+], predict the reaction product. (3) Given the reactants [F:1][C:2]1[CH:3]=[C:4]([C:8]2[NH:9][C:10]([CH2:19][S:20][CH3:21])=[C:11]([C:13]3[CH:14]=[N:15][CH:16]=[CH:17][CH:18]=3)[N:12]=2)[CH:5]=[CH:6][CH:7]=1.ClC1C=CC=C(C(OO)=[O:30])C=1.C(=O)([O-])O.[Na+], predict the reaction product. The product is: [F:1][C:2]1[CH:3]=[C:4]([C:8]2[NH:9][C:10]([CH2:19][S:20]([CH3:21])=[O:30])=[C:11]([C:13]3[CH:14]=[N:15][CH:16]=[CH:17][CH:18]=3)[N:12]=2)[CH:5]=[CH:6][CH:7]=1. (4) The product is: [Cl:1][CH2:2][C@@H:3]([OH:15])[CH2:4][C@@H:5]([OH:14])[CH2:6][C:7]([O:9][C:10]([CH3:11])([CH3:12])[CH3:13])=[O:8]. Given the reactants [Cl:1][CH2:2][C@@H:3]([OH:15])[CH2:4][C:5](=[O:14])[CH2:6][C:7]([O:9][C:10]([CH3:13])([CH3:12])[CH3:11])=[O:8].O=C[C@@H]([C@H]([C@@H]([C@@H](CO)O)O)O)O, predict the reaction product. (5) Given the reactants O.[C:2]1([CH3:19])[CH:7]=[CH:6][C:5]([S:8]([N:11]2[CH2:18][CH2:17][CH2:16][C@H:12]2[C:13]([OH:15])=O)(=[O:10])=[O:9])=[CH:4][CH:3]=1.Cl.C[O:22][C:23](=[O:41])[C@H:24]([CH2:26][CH2:27][CH2:28][CH2:29][NH:30][C:31]([O:33][CH2:34][C:35]1[CH:40]=[CH:39][CH:38]=[CH:37][CH:36]=1)=[O:32])[NH2:25].[Li+].[OH-], predict the reaction product. The product is: [C:2]1([CH3:19])[CH:3]=[CH:4][C:5]([S:8]([N:11]2[CH2:18][CH2:17][CH2:16][C@H:12]2[C:13]([NH:25][C@H:24]([C:23]([OH:41])=[O:22])[CH2:26][CH2:27][CH2:28][CH2:29][NH:30][C:31]([O:33][CH2:34][C:35]2[CH:40]=[CH:39][CH:38]=[CH:37][CH:36]=2)=[O:32])=[O:15])(=[O:9])=[O:10])=[CH:6][CH:7]=1. (6) Given the reactants [Cl:1][C:2]1[CH:7]=[CH:6][C:5]([C:8]2[CH:13]=[CH:12][N:11]3[C:14](=[O:30])[N:15]([CH2:17][C:18]4[C:19]([CH:28]=[O:29])=[N:20][C:21]([C:24]([F:27])([F:26])[F:25])=[CH:22][CH:23]=4)[N:16]=[C:10]3[C:9]=2[C:31]2[CH:36]=[CH:35][N:34]=[CH:33][CH:32]=2)=[CH:4][CH:3]=1.[OH-:37].[Na+].Cl, predict the reaction product. The product is: [Cl:1][C:2]1[CH:3]=[CH:4][C:5]([C:8]2[CH:13]=[CH:12][N:11]3[C:14](=[O:30])[N:15]([CH2:17][C:18]4[C:19]([C:28]([OH:37])=[O:29])=[N:20][C:21]([C:24]([F:26])([F:27])[F:25])=[CH:22][CH:23]=4)[N:16]=[C:10]3[C:9]=2[C:31]2[CH:32]=[CH:33][N:34]=[CH:35][CH:36]=2)=[CH:6][CH:7]=1. (7) Given the reactants [NH3:1].Cl[C:3]1[CH:8]=[C:7]([C:9]2[CH:14]=[CH:13][CH:12]=[CH:11][C:10]=2[O:15][CH3:16])[N:6]=[CH:5][N:4]=1, predict the reaction product. The product is: [CH3:16][O:15][C:10]1[CH:11]=[CH:12][CH:13]=[CH:14][C:9]=1[C:7]1[N:6]=[CH:5][N:4]=[C:3]([NH2:1])[CH:8]=1. (8) Given the reactants [Cl:1][CH2:2][C:3]([CH:5]1[CH2:14][CH2:13][C:12]2[C:7](=[CH:8][CH:9]=[C:10]([F:15])[CH:11]=2)[O:6]1)=[O:4].[BH4-].[Na+], predict the reaction product. The product is: [Cl:1][CH2:2][CH:3]([CH:5]1[CH2:14][CH2:13][C:12]2[C:7](=[CH:8][CH:9]=[C:10]([F:15])[CH:11]=2)[O:6]1)[OH:4]. (9) Given the reactants [Cl:1][C:2]1[CH:3]=[C:4]([CH:9]2[CH:13]([NH:14][CH3:15])[CH2:12][N:11]([C:16]([CH:18]3[CH2:23][CH2:22][N:21]([C:24]([C:26]4([CH3:29])[CH2:28][CH2:27]4)=[O:25])[CH2:20][CH2:19]3)=[O:17])[CH2:10]2)[CH:5]=[CH:6][C:7]=1[Cl:8].[F:30][C:31]1[CH:36]=[CH:35][C:34]([C:37]([CH3:42])([CH3:41])[C:38]([OH:40])=O)=[CH:33][CH:32]=1, predict the reaction product. The product is: [Cl:1][C:2]1[CH:3]=[C:4]([CH:9]2[CH2:10][N:11]([C:16]([CH:18]3[CH2:19][CH2:20][N:21]([C:24]([C:26]4([CH3:29])[CH2:27][CH2:28]4)=[O:25])[CH2:22][CH2:23]3)=[O:17])[CH2:12][CH:13]2[N:14]([CH3:15])[C:38](=[O:40])[C:37]([C:34]2[CH:33]=[CH:32][C:31]([F:30])=[CH:36][CH:35]=2)([CH3:42])[CH3:41])[CH:5]=[CH:6][C:7]=1[Cl:8].